From a dataset of Reaction yield outcomes from USPTO patents with 853,638 reactions. Predict the reaction yield, written as a fraction of the theoretical maximum amount of product (1.0 means a 100% yield; for example, 0.34 means a 34% yield). (1) The reactants are CO[C:3](=[O:26])[C:4]1[CH:9]=[CH:8][C:7]([O:10][CH2:11][C:12]2[C:13]([C:18]3[CH:23]=[CH:22][C:21]([F:24])=[CH:20][C:19]=3[F:25])=[N:14][O:15][C:16]=2[CH3:17])=[N:6][CH:5]=1.[NH2:27][CH:28]1[CH2:33][CH2:32][O:31][CH2:30][CH2:29]1. No catalyst specified. The product is [F:25][C:19]1[CH:20]=[C:21]([F:24])[CH:22]=[CH:23][C:18]=1[C:13]1[C:12]([CH2:11][O:10][C:7]2[CH:8]=[CH:9][C:4]([C:3]([NH:27][CH:28]3[CH2:33][CH2:32][O:31][CH2:30][CH2:29]3)=[O:26])=[CH:5][N:6]=2)=[C:16]([CH3:17])[O:15][N:14]=1. The yield is 0.920. (2) The reactants are [NH:1]1[C:9]2[CH:8]=[CH:7][N:6]=[CH:5][C:4]=2[C:3]([C:10]([O:12][CH3:13])=[O:11])=[N:2]1.[I:14][C:15]1[CH:16]=[C:17](B(O)O)[CH:18]=[CH:19][CH:20]=1. No catalyst specified. The product is [I:14][C:15]1[CH:20]=[C:19]([N:1]2[C:9]3[CH:8]=[CH:7][N:6]=[CH:5][C:4]=3[C:3]([C:10]([O:12][CH3:13])=[O:11])=[N:2]2)[CH:18]=[CH:17][CH:16]=1. The yield is 0.420. (3) The reactants are Br[CH2:2][C:3]([C:5]1[CH:14]=[CH:13][C:12]2[C:7](=[CH:8][CH:9]=[C:10]([Br:15])[CH:11]=2)[CH:6]=1)=[O:4].[C:16]([O:20][C:21]([N:23]1[CH2:27][C:26]([F:29])([F:28])[CH2:25][CH:24]1[C:30]([OH:32])=[O:31])=[O:22])([CH3:19])([CH3:18])[CH3:17].CCN(CC)CC. The catalyst is CC#N. The product is [C:16]([O:20][C:21]([N:23]1[CH2:27][C:26]([F:28])([F:29])[CH2:25][CH:24]1[C:30]([O:32][CH2:2][C:3]([C:5]1[CH:14]=[CH:13][C:12]2[C:7](=[CH:8][CH:9]=[C:10]([Br:15])[CH:11]=2)[CH:6]=1)=[O:4])=[O:31])=[O:22])([CH3:19])([CH3:17])[CH3:18]. The yield is 0.830. (4) The reactants are [NH2:1][C:2]1[C:11]2[C:6](=[C:7](Br)[CH:8]=[CH:9][CH:10]=2)[N:5]=[N:4][C:3]=1[C:13]([NH:15][CH2:16][CH2:17][CH3:18])=[O:14].[F:19][C:20]([F:35])([F:34])[C:21]1[CH:22]=[C:23](B(O)O)[CH:24]=[C:25]([C:27]([F:30])([F:29])[F:28])[CH:26]=1. No catalyst specified. The product is [NH2:1][C:2]1[C:11]2[C:6](=[C:7]([C:23]3[CH:24]=[C:25]([C:27]([F:30])([F:28])[F:29])[CH:26]=[C:21]([C:20]([F:19])([F:35])[F:34])[CH:22]=3)[CH:8]=[CH:9][CH:10]=2)[N:5]=[N:4][C:3]=1[C:13]([NH:15][CH2:16][CH2:17][CH3:18])=[O:14]. The yield is 0.940. (5) The reactants are [CH3:1][N:2]1[C:6]([C:7]2[CH:8]=[C:9]([C:13]([OH:15])=O)[O:10][C:11]=2[CH3:12])=[C:5]([CH3:16])[CH:4]=[N:3]1.[NH2:17][C@@H:18]([CH2:31][C:32]1[CH:37]=[CH:36][CH:35]=[CH:34][C:33]=1[C:38]([F:41])([F:40])[F:39])[CH2:19][N:20]1[C:28](=[O:29])[C:27]2[C:22](=[CH:23][CH:24]=[CH:25][CH:26]=2)[C:21]1=[O:30].C(N(CC)C(C)C)(C)C.F[P-](F)(F)(F)(F)F.Br[P+](N1CCCC1)(N1CCCC1)N1CCCC1. The catalyst is ClCCl. The product is [CH3:1][N:2]1[C:6]([C:7]2[CH:8]=[C:9]([C:13]([NH:17][C@@H:18]([CH2:31][C:32]3[CH:37]=[CH:36][CH:35]=[CH:34][C:33]=3[C:38]([F:41])([F:39])[F:40])[CH2:19][N:20]3[C:28](=[O:29])[C:27]4[C:22](=[CH:23][CH:24]=[CH:25][CH:26]=4)[C:21]3=[O:30])=[O:15])[O:10][C:11]=2[CH3:12])=[C:5]([CH3:16])[CH:4]=[N:3]1. The yield is 0.850. (6) The reactants are F[C:2]1[CH:7]=[C:6]([F:8])[CH:5]=[CH:4][C:3]=1[C:9](=[N:30][OH:31])[CH:10]1[CH2:15][CH2:14][N:13]([CH2:16][CH2:17][C:18]2[C:23](=[O:24])[N:22]3[CH2:25][CH2:26][CH2:27][CH2:28][C:21]3=[N:20][C:19]=2[CH3:29])[CH2:12][CH2:11]1.[OH-].[K+]. The catalyst is O. The product is [F:8][C:6]1[CH:5]=[CH:4][C:3]2[C:9]([CH:10]3[CH2:15][CH2:14][N:13]([CH2:16][CH2:17][C:18]4[C:23](=[O:24])[N:22]5[CH2:25][CH2:26][CH2:27][CH2:28][C:21]5=[N:20][C:19]=4[CH3:29])[CH2:12][CH2:11]3)=[N:30][O:31][C:2]=2[CH:7]=1. The yield is 0.735.